This data is from Forward reaction prediction with 1.9M reactions from USPTO patents (1976-2016). The task is: Predict the product of the given reaction. Given the reactants [CH3:1][NH:2][C:3]1[C:8]([NH:9][C:10]([C:12]2[CH:17]=[C:16]([Cl:18])[N:15]=[N:14][C:13]=2[S:19][CH2:20][CH3:21])=O)=[CH:7][C:6]([C:22]([F:25])([F:24])[F:23])=[CH:5][N:4]=1.P(Cl)(Cl)(Cl)=O.C(N(CC)C(C)C)(C)C.C(=O)(O)[O-].[Na+], predict the reaction product. The product is: [Cl:18][C:16]1[N:15]=[N:14][C:13]([S:19][CH2:20][CH3:21])=[C:12]([C:10]2[N:2]([CH3:1])[C:3]3=[N:4][CH:5]=[C:6]([C:22]([F:25])([F:24])[F:23])[CH:7]=[C:8]3[N:9]=2)[CH:17]=1.